This data is from Full USPTO retrosynthesis dataset with 1.9M reactions from patents (1976-2016). The task is: Predict the reactants needed to synthesize the given product. (1) Given the product [CH3:19][O:20][C:21]1[CH:30]=[CH:29][CH:28]=[CH:27][C:22]=1[O:23][CH2:24][CH2:25][NH:26][CH2:3][CH:2]([OH:1])[CH2:4][O:5][C:6]1[CH:7]=[CH:8][CH:9]=[C:10]2[NH:11][C:12]3[CH:13]=[CH:14][CH:15]=[CH:16][C:17]=3[C:18]=12.[C:31]([O-:40])(=[O:39])[C:32]1[C:33](=[CH:35][CH:36]=[CH:37][CH:38]=1)[OH:34], predict the reactants needed to synthesize it. The reactants are: [O:1]1[CH2:3][CH:2]1[CH2:4][O:5][C:6]1[C:18]2[C:17]3[C:12](=[CH:13][CH:14]=[CH:15][CH:16]=3)[NH:11][C:10]=2[CH:9]=[CH:8][CH:7]=1.[CH3:19][O:20][C:21]1[CH:30]=[CH:29][CH:28]=[CH:27][C:22]=1[O:23][CH2:24][CH2:25][NH2:26].[C:31]([OH:40])(=[O:39])[C:32]1[C:33](=[CH:35][CH:36]=[CH:37][CH:38]=1)[OH:34]. (2) Given the product [NH2:3][C:4]1[CH:13]=[CH:12][C:11]([O:14][CH2:16][C:17]([NH2:19])=[O:18])=[CH:10][C:5]=1[C:6]([O:8][CH3:9])=[O:7], predict the reactants needed to synthesize it. The reactants are: [H-].[Na+].[NH2:3][C:4]1[CH:13]=[CH:12][C:11]([OH:14])=[CH:10][C:5]=1[C:6]([O:8][CH3:9])=[O:7].I[CH2:16][C:17]([NH2:19])=[O:18].O. (3) Given the product [C:3]1([C:2]2[NH:9][C:15]([CH3:28])=[C:16]([C:18]3[CH:27]=[CH:26][C:25]4[C:20](=[CH:21][CH:22]=[CH:23][CH:24]=4)[CH:19]=3)[N:10]=2)[CH:8]=[CH:7][CH:6]=[CH:5][CH:4]=1, predict the reactants needed to synthesize it. The reactants are: Cl.[C:2]([NH2:10])(=[NH:9])[C:3]1[CH:8]=[CH:7][CH:6]=[CH:5][CH:4]=1.C[O-].[Na+].Br[CH:15]([CH3:28])[C:16]([C:18]1[CH:27]=[CH:26][C:25]2[C:20](=[CH:21][CH:22]=[CH:23][CH:24]=2)[CH:19]=1)=O.